Task: Predict which catalyst facilitates the given reaction.. Dataset: Catalyst prediction with 721,799 reactions and 888 catalyst types from USPTO (1) Reactant: [NH2:1][C:2]1[C:7]([C:8]#[N:9])=[C:6]([C:10]2[CH:15]=[CH:14][C:13]([O:16][CH:17]3[CH2:21][CH2:20][O:19][CH2:18]3)=[C:12]([O:22][CH3:23])[CH:11]=2)[C:5]([C:24]#[N:25])=[C:4]([SH:26])[N:3]=1.Cl[CH2:28][C:29]1[N:30]=[C:31]([C:34]2[CH:39]=[CH:38][C:37]([Cl:40])=[CH:36][CH:35]=2)[S:32][CH:33]=1.C(=O)(O)[O-].[Na+]. Product: [NH2:1][C:2]1[C:7]([C:8]#[N:9])=[C:6]([C:10]2[CH:15]=[CH:14][C:13]([O:16][CH:17]3[CH2:21][CH2:20][O:19][CH2:18]3)=[C:12]([O:22][CH3:23])[CH:11]=2)[C:5]([C:24]#[N:25])=[C:4]([S:26][CH2:28][C:29]2[N:30]=[C:31]([C:34]3[CH:39]=[CH:38][C:37]([Cl:40])=[CH:36][CH:35]=3)[S:32][CH:33]=2)[N:3]=1. The catalyst class is: 3. (2) Reactant: [C:1]([O:5][C:6]([NH:8][CH:9]1[CH2:14][CH2:13][N:12]([C:15]2[CH:25]=[CH:24][C:18]([CH:19]=[CH:20][C:21]([OH:23])=O)=[CH:17][CH:16]=2)[CH2:11][CH2:10]1)=[O:7])([CH3:4])([CH3:3])[CH3:2].C1C=CC2N(O)N=NC=2C=1.[NH:36]1[CH2:41][CH2:40][O:39][CH2:38][CH2:37]1.O. Product: [C:1]([O:5][C:6]([NH:8][CH:9]1[CH2:14][CH2:13][N:12]([C:15]2[CH:16]=[CH:17][C:18]([CH:19]=[CH:20][C:21]([N:36]3[CH2:41][CH2:40][O:39][CH2:38][CH2:37]3)=[O:23])=[CH:24][CH:25]=2)[CH2:11][CH2:10]1)=[O:7])([CH3:4])([CH3:2])[CH3:3]. The catalyst class is: 80. (3) Reactant: [CH3:1][C:2]1[CH:6]=[C:5]([CH3:7])[NH:4][C:3]=1/[CH:8]=[C:9]1\[C:10](=[O:21])[N:11]([C:18](Cl)=[O:19])[C:12]2[C:17]\1=[CH:16][CH:15]=[CH:14][CH:13]=2.[N:22]1([CH2:28][CH:29]([OH:32])[CH2:30][OH:31])[CH2:27][CH2:26][O:25][CH2:24][CH2:23]1.N1C=CC=CC=1. Product: [OH:32][CH:29]([CH2:28][N:22]1[CH2:27][CH2:26][O:25][CH2:24][CH2:23]1)[CH2:30][O:31][C:18]([N:11]1[C:12]2[C:17](=[CH:16][CH:15]=[CH:14][CH:13]=2)/[C:9](=[CH:8]/[C:3]2[NH:4][C:5]([CH3:7])=[CH:6][C:2]=2[CH3:1])/[C:10]1=[O:21])=[O:19]. The catalyst class is: 1. (4) Reactant: [CH2:1]([O:3][C:4](=[O:12])[C:5]1[CH:10]=[CH:9][CH:8]=[CH:7][C:6]=1F)[CH3:2].[CH2:13]([O:15][CH2:16][CH2:17][NH2:18])[CH3:14].C(N(C(C)C)CC)(C)C. Product: [CH2:1]([O:3][C:4](=[O:12])[C:5]1[CH:10]=[CH:9][CH:8]=[CH:7][C:6]=1[NH:18][CH2:17][CH2:16][O:15][CH2:13][CH3:14])[CH3:2]. The catalyst class is: 18.